From a dataset of Catalyst prediction with 721,799 reactions and 888 catalyst types from USPTO. Predict which catalyst facilitates the given reaction. Reactant: Br[C:2]1[CH:9]=[CH:8][C:5]([C:6]#[N:7])=[CH:4][C:3]=1[O:10][CH3:11].CC1(C)C(C)(C)OB([C:20]2[CH:21]=[C:22]([CH:26]=[O:27])[CH:23]=[N:24][CH:25]=2)O1.C([O-])([O-])=O.[Na+].[Na+]. Product: [CH:26]([C:22]1[CH:21]=[C:20]([C:2]2[CH:9]=[CH:8][C:5]([C:6]#[N:7])=[CH:4][C:3]=2[O:10][CH3:11])[CH:25]=[N:24][CH:23]=1)=[O:27]. The catalyst class is: 184.